Dataset: Peptide-MHC class II binding affinity with 134,281 pairs from IEDB. Task: Regression. Given a peptide amino acid sequence and an MHC pseudo amino acid sequence, predict their binding affinity value. This is MHC class II binding data. (1) The peptide sequence is RPNAQRFGISNYCQI. The MHC is HLA-DPA10201-DPB10101 with pseudo-sequence HLA-DPA10201-DPB10101. The binding affinity (normalized) is 0.512. (2) The peptide sequence is QAYAATVAAAPQVKY. The MHC is DRB5_0101 with pseudo-sequence DRB5_0101. The binding affinity (normalized) is 0.299.